This data is from Forward reaction prediction with 1.9M reactions from USPTO patents (1976-2016). The task is: Predict the product of the given reaction. (1) Given the reactants [CH:1](=O)/[CH:2]=[CH:3]/[CH3:4].[C:6]1([S:12]([C:15]#[N:16])(=[O:14])=[O:13])[CH:11]=[CH:10][CH:9]=[CH:8][CH:7]=1.C1(C)C=CC=CC=1.Cl([O-])(=O)(=O)=O.[Na+], predict the reaction product. The product is: [C:6]1([S:12]([C:15]2[CH:4]=[CH:3][CH:2]=[CH:1][N:16]=2)(=[O:13])=[O:14])[CH:7]=[CH:8][CH:9]=[CH:10][CH:11]=1. (2) Given the reactants [Br:1][C:2]1[CH:3]=[C:4]([NH2:21])[C:5]([NH:9][CH2:10][C@@H:11]2[CH2:15][CH2:14][N:13]([C:16]([CH:18]3[CH2:20][CH2:19]3)=[O:17])[CH2:12]2)=[CH:6][C:7]=1[F:8].[NH:22]1[C:30]2[C:25](=[CH:26][C:27]([C:31]3[CH:38]=[CH:37][C:34]([CH:35]=O)=[CH:33][CH:32]=3)=[CH:28][CH:29]=2)[CH:24]=[CH:23]1, predict the reaction product. The product is: [Br:1][C:2]1[C:7]([F:8])=[CH:6][C:5]2[N:9]([CH2:10][C@@H:11]3[CH2:15][CH2:14][N:13]([C:16]([CH:18]4[CH2:19][CH2:20]4)=[O:17])[CH2:12]3)[C:35]([C:34]3[CH:33]=[CH:32][C:31]([C:27]4[CH:26]=[C:25]5[C:30](=[CH:29][CH:28]=4)[NH:22][CH:23]=[CH:24]5)=[CH:38][CH:37]=3)=[N:21][C:4]=2[CH:3]=1. (3) The product is: [CH3:6][S:7]([O:5][CH2:1][CH2:2][CH:3]=[CH2:4])(=[O:9])=[O:8]. Given the reactants [CH2:1]([OH:5])[CH2:2][CH:3]=[CH2:4].[CH3:6][S:7](Cl)(=[O:9])=[O:8].Cl.C(N(CC)CC)C, predict the reaction product. (4) Given the reactants [Br:1][C:2]1C=C[C:5](N)=[CH:4][CH:3]=1.C(=O)CC.[CH:13](/[NH:16][C:17](=[O:26])[O:18][CH2:19][C:20]1[CH:25]=[CH:24][CH:23]=[CH:22][CH:21]=1)=[CH:14]\[CH3:15].[NH2:27][C:28]1[CH:33]=[CH:32]C=[CH:30][CH:29]=1, predict the reaction product. The product is: [Br:1][C:2]1[CH:15]=[C:14]2[C:5](=[CH:4][CH:3]=1)[NH:27][C@@H:28]([CH2:29][CH3:30])[C@H:33]([CH3:32])[C@H:13]2[NH:16][C:17](=[O:26])[O:18][CH2:19][C:20]1[CH:21]=[CH:22][CH:23]=[CH:24][CH:25]=1.